This data is from Catalyst prediction with 721,799 reactions and 888 catalyst types from USPTO. The task is: Predict which catalyst facilitates the given reaction. Reactant: [C:1]([C:3]1[CH:4]=[C:5]([CH2:16][C:17]([OH:19])=O)[CH:6]=[CH:7][C:8]=1[C:9]1[CH:14]=[CH:13][N:12]=[C:11]([F:15])[CH:10]=1)#[N:2].[NH2:20][C:21]1[N:26]=[CH:25][C:24]([N:27]2[CH2:32][CH2:31][N:30]([C:33](=[O:35])[CH3:34])[CH2:29][CH2:28]2)=[CH:23][CH:22]=1.CCN(C(C)C)C(C)C.F[P-](F)(F)(F)(F)F.N1(OC(N(C)C)=[N+](C)C)C2N=CC=CC=2N=N1. Product: [C:33]([N:30]1[CH2:29][CH2:28][N:27]([C:24]2[CH:23]=[CH:22][C:21]([NH:20][C:17](=[O:19])[CH2:16][C:5]3[CH:6]=[CH:7][C:8]([C:9]4[CH:14]=[CH:13][N:12]=[C:11]([F:15])[CH:10]=4)=[C:3]([C:1]#[N:2])[CH:4]=3)=[N:26][CH:25]=2)[CH2:32][CH2:31]1)(=[O:35])[CH3:34]. The catalyst class is: 3.